From a dataset of Reaction yield outcomes from USPTO patents with 853,638 reactions. Predict the reaction yield, written as a fraction of the theoretical maximum amount of product (1.0 means a 100% yield; for example, 0.34 means a 34% yield). The reactants are [F:1][C:2]1[CH:7]=[CH:6][CH:5]=[CH:4][C:3]=1[F:8].C([Li])CCCCC.[Cl:16][CH2:17][C:18](Cl)=[O:19]. The catalyst is [Cl-].[Zn+2].[Cl-].[Cu]Cl.C1COCC1. The product is [Cl:16][CH2:17][C:18]([C:4]1[CH:5]=[CH:6][CH:7]=[C:2]([F:1])[C:3]=1[F:8])=[O:19]. The yield is 0.710.